From a dataset of Experimentally validated miRNA-target interactions with 360,000+ pairs, plus equal number of negative samples. Binary Classification. Given a miRNA mature sequence and a target amino acid sequence, predict their likelihood of interaction. (1) The miRNA is mmu-miR-466h-5p with sequence UGUGUGCAUGUGCUUGUGUGUA. The protein sequence of the target gene is MAAEKQVPGGGGGGGSGGGGGSGGGGSGGGRGAGGEENKENERPSAGSKANKEFGDSLSLEILQIIKESQQQHGLRHGDFQRYRGYCSRRQRRLRKTLNFKMGNRHKFTGKKVTEELLTDNRYLLLVLMDAERAWSYAMQLKQEANTEPRKRFHLLSRLRKAVKHAEELERLCESNRVDAKTKLEAQAYTAYLSGMLRFEHQEWKAAIEAFNKCKTIYEKLASAFTEEQAVLYNQRVEEISPNIRYCAYNIGDQSAINELMQMRLRSGGTEGLLAEKLEALITQTRAKQAATMSEVEWRG.... Result: 0 (no interaction). (2) The miRNA is hsa-miR-548as-3p with sequence UAAAACCCACAAUUAUGUUUGU. The protein sequence of the target gene is MGILSITDQPPLVQAIFSRDVEEVRSLLSQKENINVLDQERRTPLHAAAYVGDVPILQLLLMSGANVNAKDTLWLTPLHRAAASRNEKVLGLLLAHSADVNARDKLWQTPLHVAAANRATKCAEALAPLLSSLNVADRSGRSALHHAVHSGHLETVNLLLNKGASLNVCDKKERQPLHWAAFLGHLEVLKLLVARGADLSCKDRKGYGLLHTAAASGQIEVVKHLLRMGAEIDEPNAFGNTALHIACYLGQDAVAIELVNAGANVNQPNDKGFTPLHVAAVSTNGALCLELLVNNGADVN.... Result: 0 (no interaction). (3) The miRNA is mmu-miR-1928 with sequence AGCUACAUUGCCAGCUC. The protein sequence of the target gene is MAAVELEWIPETLYNTAISAVVDNYIRSRRDIRSLPENIQFDVYYKLYQQGRLCQLGSEFCELEVFAKVLRALDKRHLLHHCFQALMDHGVKVASVLAYSFSRRCSYIAESDAAVKEKAIQVGFVLGGFLSDAGWYSDAEKVFLSCLQLCTLHDEMLHWFRAVECCVRLLHVRNGNCKYHLGEETFKLAQTYMDKLSKHGQQANRAALYGELCALLFAKSHYDEAYKWCVEAMKEITAGLPVKVVVDVLRQASKACVVKREFKKAEQLIKHAVYLARDHFGSKHPKYSDTLLDYGFYLLN.... Result: 0 (no interaction). (4) Result: 1 (interaction). The miRNA is hsa-miR-4760-3p with sequence AAAUUCAUGUUCAAUCUAAACC. The protein sequence of the target gene is MVGGLKRKHSDLEEEEERWEWSPAGLQSYQQALLRISLDKVQRSLGPRAPSLRRHVLIHNTLQQLQAALRLAPAPALPPEPLFLGEEDFSLSATIGSILRELDTSMDGTEPPQNPVTPLGLQNEVPPQPDPVFLEALSSRYLGDSGLDDFFLDIDTSAVEKEPARAPPEPPHNLFCAPGSWEWNELDHIMEIILGS. (5) The miRNA is hsa-miR-6884-5p with sequence AGAGGCUGAGAAGGUGAUGUUG. The protein sequence of the target gene is MARKKLKKFTTLEIVLSVLLLVLFIISIVLIVLLAKESLKSTAPDPGTTGTPDPGTTGTPDPGTTGTTHARTTGPPDPGTTGTTPVSAECPVVNELERINCIPDQPPTKATCDQRGCCWNPQGAVSVPWCYYSKNHSYHVEGNLVNTNAGFTARLKNLPSSPVFGSNVDNVLLTAEYQTSNRFHFKLTDQTNNRFEVPHEHVQSFSGNAAASLTYQVEISRQPFSIKVTRRSNNRVLFDSSIGPLLFADQFLQLSTRLPSTNVYGLGEHVHQQYRHDMNWKTWPIFNRDTTPNGNGTNLY.... Result: 1 (interaction). (6) The miRNA is mmu-miR-3110-5p with sequence UUCUGCCUCCCCUGAAGGCUC. The protein sequence of the target gene is MAEAVKPRRAKAKASRTKGKEKKKHEALQTCDAGPLPETCREQESPCPASELKGDDLKSSADPQLHSDVCGWNESEMFDIPLTSLTIGDEGPPVQDTEDLKERGEVTAGDGDDEMELKVDPGDNVIAKGEPCKNFPEVEDHTLIQCGPPESTLQPDFPCTQQAVEGSHAREHPTRKQDEAALGCSKVFQNVSLHSSYEAKEVSQPPRVKKLYPELPAEIAEVPALVAVKPLLRSERLYPELPSQPEVTPFTKEQLKLLEPGSWLENVASYVEEFDNIAHQDRHEFYELLLNYSRCRKQLL.... Result: 1 (interaction). (7) The miRNA is mmu-miR-370-3p with sequence GCCUGCUGGGGUGGAACCUGGU. The protein sequence of the target gene is MGCFCAVPEEFYCEVLLLDESKLTLTTQQQGIKKSTKGSVVLDHVFRHINLVEIDYFGLRYCDRSHQTYWLDPAKTLAEHKELINTGPPYTLYFGIKFYAEDPCKLKEEITRYQFFLQVKQDALQGRLPCPVNIAAQMGAYAIQAELGDHDPYKHTAGYVSEYRFVPDQKEELEEAIERIHKTLMGQAPSEAELNYLRTAKSLEMYGVDLHPVYGENKSEYFLGLTPSGVVVYKNKKQVGKYFWPRITKVHFKETQFELRVLGKDCNETSFFFEARSKTACKHLWKCSVEHHTFFRMPDT.... Result: 0 (no interaction).